Dataset: Full USPTO retrosynthesis dataset with 1.9M reactions from patents (1976-2016). Task: Predict the reactants needed to synthesize the given product. (1) Given the product [OH:6][CH:5]([CH2:4][OH:3])[CH2:7][NH:8][C:9](=[O:40])[C:10]1[CH:15]=[C:14]([C:16]2[C:25]3[C:20](=[C:21]([C:26]4[CH:31]=[CH:30][CH:29]=[CH:28][CH:27]=4)[CH:22]=[CH:23][CH:24]=3)[C:19]([NH:32][CH2:33][C:34]3[CH:39]=[CH:38][CH:37]=[CH:36][N:35]=3)=[N:18][N:17]=2)[CH:13]=[N:12][CH:11]=1, predict the reactants needed to synthesize it. The reactants are: CC1(C)[O:6][CH:5]([CH2:7][NH:8][C:9](=[O:40])[C:10]2[CH:15]=[C:14]([C:16]3[C:25]4[C:20](=[C:21]([C:26]5[CH:31]=[CH:30][CH:29]=[CH:28][CH:27]=5)[CH:22]=[CH:23][CH:24]=4)[C:19]([NH:32][CH2:33][C:34]4[CH:39]=[CH:38][CH:37]=[CH:36][N:35]=4)=[N:18][N:17]=3)[CH:13]=[N:12][CH:11]=2)[CH2:4][O:3]1.C(O)(C(F)(F)F)=O. (2) Given the product [CH3:30][C:25]1[CH:24]=[C:23]([NH:22][C:14]2[C:13]3[C:18](=[CH:19][CH:20]=[CH:21][C:12]=3[O:11][CH2:10][C@H:6]3[CH2:7][CH2:8][CH2:9][N:5]3[C:1](=[O:4])[CH2:2][OH:3])[N:17]=[CH:16][N:15]=2)[CH:28]=[CH:27][C:26]=1[O:29][CH2:37][C:32]1[CH:33]=[N:34][CH:35]=[CH:36][N:31]=1, predict the reactants needed to synthesize it. The reactants are: [C:1]([N:5]1[CH2:9][CH2:8][CH2:7][C@@H:6]1[CH2:10][O:11][C:12]1[CH:21]=[CH:20][CH:19]=[C:18]2[C:13]=1[C:14]([NH:22][C:23]1[CH:28]=[CH:27][C:26]([OH:29])=[C:25]([CH3:30])[CH:24]=1)=[N:15][CH:16]=[N:17]2)(=[O:4])[CH2:2][OH:3].[N:31]1[CH:36]=[CH:35][N:34]=[CH:33][C:32]=1[CH2:37]O. (3) Given the product [I:13][C:14]1[N:15]=[CH:16][N:17]([C:3]2[CH:4]=[C:5]([F:9])[CH:6]=[C:7]([F:8])[C:2]=2[F:1])[CH:18]=1, predict the reactants needed to synthesize it. The reactants are: [F:1][C:2]1[C:7]([F:8])=[CH:6][C:5]([F:9])=[CH:4][C:3]=1B(O)O.[I:13][C:14]1[N:15]=[CH:16][NH:17][CH:18]=1. (4) The reactants are: [C:1]([O:5][C:6]([N:8]1[CH2:12][CH2:11][CH2:10][C@@H:9]1[CH2:13][O:14][C:15]1[C:16]([C:21]([OH:23])=O)=[N:17][CH:18]=[CH:19][CH:20]=1)=[O:7])([CH3:4])([CH3:3])[CH3:2].[CH2:24]([CH2:26][NH2:27])[OH:25]. Given the product [OH:25][CH2:24][CH2:26][NH:27][C:21]([C:16]1[C:15]([O:14][CH2:13][C@H:9]2[CH2:10][CH2:11][CH2:12][N:8]2[C:6]([O:5][C:1]([CH3:2])([CH3:3])[CH3:4])=[O:7])=[CH:20][CH:19]=[CH:18][N:17]=1)=[O:23], predict the reactants needed to synthesize it.